Dataset: Reaction yield outcomes from USPTO patents with 853,638 reactions. Task: Predict the reaction yield, written as a fraction of the theoretical maximum amount of product (1.0 means a 100% yield; for example, 0.34 means a 34% yield). (1) The reactants are [CH3:1][N:2]1[CH2:7][CH2:6][NH:5][CH2:4][C:3]1=[O:8].[C:9]([O:13][C:14]([N:16]1[CH2:19][C:18](=O)[CH2:17]1)=[O:15])([CH3:12])([CH3:11])[CH3:10].C(O[BH-](OC(=O)C)OC(=O)C)(=O)C.[Na+]. The catalyst is ClCCCl. The product is [C:9]([O:13][C:14]([N:16]1[CH2:19][CH:18]([N:5]2[CH2:6][CH2:7][N:2]([CH3:1])[C:3](=[O:8])[CH2:4]2)[CH2:17]1)=[O:15])([CH3:12])([CH3:10])[CH3:11]. The yield is 0.700. (2) The reactants are Br[C:2]1[C:11]2[C:6](=[CH:7][C:8]([O:14][CH3:15])=[C:9]([O:12][CH3:13])[CH:10]=2)[N:5]=[N:4][CH:3]=1.[C:16]1([CH:22]2[CH2:26][CH2:25][NH:24][CH2:23]2)[CH:21]=[CH:20][CH:19]=[CH:18][CH:17]=1.CC1(C)C2C=CC=C(P(C3C=CC=CC=3)C3C=CC=CC=3)C=2OC2C1=CC=CC=2P(C1C=CC=CC=1)C1C=CC=CC=1.CC(C)([O-])C.[Na+].Cl. The catalyst is C1C=CC(/C=C/C(/C=C/C2C=CC=CC=2)=O)=CC=1.C1C=CC(/C=C/C(/C=C/C2C=CC=CC=2)=O)=CC=1.C1C=CC(/C=C/C(/C=C/C2C=CC=CC=2)=O)=CC=1.[Pd].[Pd].C1(C)C=CC=CC=1. The product is [CH3:13][O:12][C:9]1[CH:10]=[C:11]2[C:6](=[CH:7][C:8]=1[O:14][CH3:15])[N:5]=[N:4][CH:3]=[C:2]2[N:24]1[CH2:25][CH2:26][CH:22]([C:16]2[CH:21]=[CH:20][CH:19]=[CH:18][CH:17]=2)[CH2:23]1. The yield is 0.196. (3) The reactants are Cl[C:2]1[N:10]2[C@@H:11]([C:14]3[CH:19]=[CH:18][CH:17]=[CH:16][N:15]=3)[CH2:12][O:13][C:8]3=[C:9]2[C:4](=[CH:5][CH:6]=[C:7]3[C:20]2[C:21]([CH3:26])=[N:22][O:23][C:24]=2[CH3:25])[N:3]=1.[CH3:27][C:28]1(C)C(C)(C)OB(C=C)O1.P([O-])([O-])([O-])=O.[K+].[K+].[K+]. The catalyst is O.O1CCOCC1.C1(P(C2CCCCC2)C2C=CC=CC=2C2C(C(C)C)=CC(C(C)C)=CC=2C(C)C)CCCCC1.NC1C=CC=CC=1C1C=CC=CC=1[Pd]Cl. The product is [CH3:26][C:21]1[C:20]([C:7]2[C:8]3[O:13][CH2:12][C@H:11]([C:14]4[CH:19]=[CH:18][CH:17]=[CH:16][N:15]=4)[N:10]4[C:2]([CH:27]=[CH2:28])=[N:3][C:4]([C:9]=34)=[CH:5][CH:6]=2)=[C:24]([CH3:25])[O:23][N:22]=1. The yield is 0.780. (4) The reactants are C(O[C:6]([N:8](C)[C@H:9]([C:13]([NH:15][C@H:16]([C:20]([N:22]([C@@H:24]([C@@H:44]([CH3:47])[CH2:45][CH3:46])[C@H:25]([O:42][CH3:43])[CH2:26][C:27]([N:29]1[CH2:33][CH2:32][CH2:31][C@H:30]1[C@H:34]([O:40][CH3:41])[C@H:35]([C:37](O)=[O:38])[CH3:36])=[O:28])[CH3:23])=[O:21])[CH:17]([CH3:19])[CH3:18])=[O:14])[CH:10]([CH3:12])[CH3:11])=O)(C)(C)C.Cl.[NH2:50][C@H:51]([C:59]([NH2:61])=[O:60])[CH2:52][C:53]1[CH:58]=[CH:57][CH:56]=[CH:55][CH:54]=1.N1(OC(N(C)C)=[N+](C)C)[C:66]2N=CC=C[C:65]=2N=N1.F[P-](F)(F)(F)(F)F.F[C:87](F)(F)[C:88]([OH:90])=[O:89]. No catalyst specified. The product is [C:88]([CH2:87][CH2:65][CH2:66][N:8]([CH3:6])[C@H:9]([C:13]([NH:15][C@H:16]([C:20]([N:22]([C@@H:24]([C@@H:44]([CH3:47])[CH2:45][CH3:46])[C@H:25]([O:42][CH3:43])[CH2:26][C:27]([N:29]1[CH2:33][CH2:32][CH2:31][C@H:30]1[C@H:34]([O:40][CH3:41])[C@@H:35]([CH3:36])[C:37]([NH:50][C@@H:51]([CH2:52][C:53]1[CH:58]=[CH:57][CH:56]=[CH:55][CH:54]=1)[C:59]([NH2:61])=[O:60])=[O:38])=[O:28])[CH3:23])=[O:21])[CH:17]([CH3:19])[CH3:18])=[O:14])[CH:10]([CH3:12])[CH3:11])([OH:90])=[O:89]. The yield is 0.960.